Dataset: Peptide-MHC class I binding affinity with 185,985 pairs from IEDB/IMGT. Task: Regression. Given a peptide amino acid sequence and an MHC pseudo amino acid sequence, predict their binding affinity value. This is MHC class I binding data. (1) The peptide sequence is ARLMAEALKEA. The MHC is Mamu-B08 with pseudo-sequence Mamu-B08. The binding affinity (normalized) is 0.260. (2) The MHC is HLA-C06:02 with pseudo-sequence HLA-C06:02. The binding affinity (normalized) is 0. The peptide sequence is FPVTPQVPL.